This data is from Forward reaction prediction with 1.9M reactions from USPTO patents (1976-2016). The task is: Predict the product of the given reaction. Given the reactants [N:1]([C:4]1[CH:9]=[CH:8][C:7]([C:10]([C:12]2[CH:17]=[CH:16][CH:15]=[CH:14][N:13]=2)=[O:11])=[C:6]([C:18]([F:21])([F:20])[F:19])[CH:5]=1)=[N+]=[N-].[H-].[Li+].[Al+3].[H-].[H-].[H-].[OH-].[Na+].S([O-])([O-])(=O)=O.[Mg+2], predict the reaction product. The product is: [NH2:1][C:4]1[CH:9]=[CH:8][C:7]([CH:10]([C:12]2[CH:17]=[CH:16][CH:15]=[CH:14][N:13]=2)[OH:11])=[C:6]([C:18]([F:21])([F:19])[F:20])[CH:5]=1.